This data is from Forward reaction prediction with 1.9M reactions from USPTO patents (1976-2016). The task is: Predict the product of the given reaction. (1) Given the reactants [Br:1][C:2]1[C:3]([OH:24])=[CH:4][CH:5]=[C:6]2[C:11]=1[O:10][C:9]([CH:12]1[CH2:17][CH2:16][N:15]([C:18](=[O:21])[CH2:19][CH3:20])[CH2:14][CH2:13]1)=[C:8]([CH3:22])[C:7]2=[O:23].C(N(C(C)C)CC)(C)C.Cl[CH2:35][O:36][CH3:37].O, predict the reaction product. The product is: [Br:1][C:2]1[C:3]([O:24][CH2:35][O:36][CH3:37])=[CH:4][CH:5]=[C:6]2[C:11]=1[O:10][C:9]([CH:12]1[CH2:17][CH2:16][N:15]([C:18](=[O:21])[CH2:19][CH3:20])[CH2:14][CH2:13]1)=[C:8]([CH3:22])[C:7]2=[O:23]. (2) Given the reactants [CH:1]1([C:4]2[N:5]=[CH:6][C:7]([O:10][C@H:11]3[CH2:19][N:14]4[CH2:15][CH2:16][NH:17][CH2:18][C@@H:13]4[CH2:12]3)=[N:8][CH:9]=2)[CH2:3][CH2:2]1.C(O[N:25]([CH:34]=C=O)[C@@H:26]([CH2:30][CH:31]([CH3:33])[CH3:32])[C:27](O)=[O:28])(C)(C)C.CN(C(ON1N=NC2C=CC=NC1=2)=[N+](C)C)C.F[P-](F)(F)(F)(F)F.CN1CCOCC1.Cl, predict the reaction product. The product is: [CH:1]1([C:4]2[N:5]=[CH:6][C:7]([O:10][C@H:11]3[CH2:19][N:14]4[CH2:15][CH2:16][N:17]([C:27](=[O:28])[C@@H:26]([NH:25][CH3:34])[CH2:30][CH:31]([CH3:33])[CH3:32])[CH2:18][C@@H:13]4[CH2:12]3)=[N:8][CH:9]=2)[CH2:3][CH2:2]1.